The task is: Predict the product of the given reaction.. This data is from Forward reaction prediction with 1.9M reactions from USPTO patents (1976-2016). (1) Given the reactants Cl[C:2]1[CH:7]=[CH:6][N:5]=[CH:4][C:3]=1[N+:8]([O-:10])=[O:9].[NH2:11][CH2:12][C@@H:13]1[CH2:17][CH2:16][N:15]([C:18]([O:20][C:21]([CH3:24])([CH3:23])[CH3:22])=[O:19])[CH2:14]1.C(N(CC)CC)C, predict the reaction product. The product is: [N+:8]([C:3]1[CH:4]=[N:5][CH:6]=[CH:7][C:2]=1[NH:11][CH2:12][C@@H:13]1[CH2:17][CH2:16][N:15]([C:18]([O:20][C:21]([CH3:24])([CH3:23])[CH3:22])=[O:19])[CH2:14]1)([O-:10])=[O:9]. (2) Given the reactants C(=O)C.[CH3:4][C:5]1[N:9]([CH2:10][C:11]([N:13]2[CH2:18][CH2:17][CH:16]([C:19]3[S:20][CH:21]=[C:22]([C:24](=[N:26][O:27]CCCCC4C=CC=CC=4)[CH3:25])[N:23]=3)[CH2:15][CH2:14]2)=[O:12])[N:8]=[C:7]([C:38]([F:41])([F:40])[F:39])[CH:6]=1.Cl.NO, predict the reaction product. The product is: [OH:27][N:26]=[C:24]([C:22]1[N:23]=[C:19]([CH:16]2[CH2:17][CH2:18][N:13]([C:11](=[O:12])[CH2:10][N:9]3[C:5]([CH3:4])=[CH:6][C:7]([C:38]([F:41])([F:40])[F:39])=[N:8]3)[CH2:14][CH2:15]2)[S:20][CH:21]=1)[CH3:25]. (3) Given the reactants [S:1]1[CH:5]=[CH:4][CH:3]=[C:2]1[CH:6]=O.[CH3:8][O:9][CH2:10][CH2:11][NH2:12].[C:13]1(=[O:24])[O:19][C:17](=O)[C:16]2=[CH:20][CH:21]=[CH:22][CH:23]=[C:15]2[CH2:14]1.[Cl:25][C:26]1[CH:27]=[C:28]([CH:30]=[CH:31][C:32]=1[F:33])[NH2:29], predict the reaction product. The product is: [Cl:25][C:26]1[CH:27]=[C:28]([NH:29][C:13]([CH:14]2[C:15]3[C:16](=[CH:20][CH:21]=[CH:22][CH:23]=3)[C:17](=[O:19])[N:12]([CH2:11][CH2:10][O:9][CH3:8])[CH:6]2[C:2]2[S:1][CH:5]=[CH:4][CH:3]=2)=[O:24])[CH:30]=[CH:31][C:32]=1[F:33]. (4) Given the reactants [Br:1]N1C(=O)CCC1=O.[O:9]=[C:10]1[N:18]2[C:19]([C:25]3[CH:30]=[CH:29][CH:28]=[CH:27][N:26]=3)([C:22]([NH2:24])=[O:23])[CH2:20][O:21][C:16]3=[C:17]2[C:12](=[CH:13][CH:14]=[CH:15]3)[NH:11]1.C(#N)C, predict the reaction product. The product is: [Br:1][C:15]1[C:16]2[O:21][CH2:20][C:19]([C:25]3[CH:30]=[CH:29][CH:28]=[CH:27][N:26]=3)([C:22]([NH2:24])=[O:23])[N:18]3[C:10](=[O:9])[NH:11][C:12]([C:17]=23)=[CH:13][CH:14]=1. (5) Given the reactants Cl[C:2]1[N:7]=[C:6]([C:8]2[CH:13]=[C:12]([F:14])[N:11]=[C:10]([F:15])[CH:9]=2)[CH:5]=[CH:4][N:3]=1.[CH3:16][N:17]1[C:21]([NH2:22])=[CH:20][CH:19]=[N:18]1.C([O-])([O-])=O.[Cs+].[Cs+].CC1(C)C2C(=C(P(C3C=CC=CC=3)C3C=CC=CC=3)C=CC=2)OC2C(P(C3C=CC=CC=3)C3C=CC=CC=3)=CC=CC1=2, predict the reaction product. The product is: [F:14][C:12]1[CH:13]=[C:8]([C:6]2[CH:5]=[CH:4][N:3]=[C:2]([NH:22][C:21]3[N:17]([CH3:16])[N:18]=[CH:19][CH:20]=3)[N:7]=2)[CH:9]=[C:10]([F:15])[N:11]=1.